Dataset: Reaction yield outcomes from USPTO patents with 853,638 reactions. Task: Predict the reaction yield, written as a fraction of the theoretical maximum amount of product (1.0 means a 100% yield; for example, 0.34 means a 34% yield). (1) The reactants are [CH3:1][C:2]1[S:6][C:5]([C:7]2[CH:12]=[CH:11][N:10]=[N:9][CH:8]=2)=[N:4][C:3]=1[OH:13].[H-].[Na+].C1C=CC(N([S:23]([C:26]([F:29])([F:28])[F:27])(=[O:25])=[O:24])[S:23]([C:26]([F:29])([F:28])[F:27])(=[O:25])=[O:24])=CC=1.O. The catalyst is C1COCC1. The product is [CH3:1][C:2]1[S:6][C:5]([C:7]2[CH:12]=[CH:11][N:10]=[N:9][CH:8]=2)=[N:4][C:3]=1[O:13][S:23]([C:26]([F:29])([F:28])[F:27])(=[O:25])=[O:24]. The yield is 0.400. (2) The reactants are Cl.[NH2:2][C@H:3]([C:14]([O:16][CH3:17])=[O:15])[CH2:4][C:5]1[C:13]2[C:8](=[CH:9][CH:10]=[CH:11][CH:12]=2)[NH:7][CH:6]=1.C(N(CC)CC)C.[C:25]([O:28][C:29]1[CH:39]=[CH:38][C:32]([CH:33]=[CH:34][C:35](O)=[O:36])=[CH:31][CH:30]=1)(=[O:27])[CH3:26].CCN=C=NCCCN(C)C.Cl. The catalyst is C(Cl)Cl. The product is [C:25]([O:28][C:29]1[CH:39]=[CH:38][C:32]([CH:33]=[CH:34][C:35]([NH:2][C@H:3]([C:14]([O:16][CH3:17])=[O:15])[CH2:4][C:5]2[C:13]3[C:8](=[CH:9][CH:10]=[CH:11][CH:12]=3)[NH:7][CH:6]=2)=[O:36])=[CH:31][CH:30]=1)(=[O:27])[CH3:26]. The yield is 0.930. (3) The reactants are [CH3:1][O:2][C:3]([NH:5][C@H:6]([C:10]([N:12]1[C@@H:16]([CH3:17])[CH2:15][CH2:14][C@H:13]1[C:18]1[NH:22][C:21]2[C:23]3[C:28]([CH:29]=[CH:30][C:20]=2[N:19]=1)=[CH:27][C:26]1[C:31]2[C:36]([CH2:37][O:38][C:25]=1[CH:24]=3)=[CH:35][C:34]([C:39]1[NH:43][C:42]([C@@H:44]3[CH2:48][C@H:47]([CH2:49][O:50][CH3:51])[CH2:46][N:45]3C(OC(C)(C)C)=O)=[N:41][CH:40]=1)=[CH:33][CH:32]=2)=[O:11])[CH:7]([CH3:9])[CH3:8])=[O:4].Cl.[CH3:60][O:61][C:62]([NH:64][C@@H:65]([C@@H:69]([CH3:72])[CH2:70][CH3:71])[C:66]([OH:68])=O)=[O:63].CN(C(ON1N=NC2C=CC=NC1=2)=[N+](C)C)C.F[P-](F)(F)(F)(F)F.CCN(C(C)C)C(C)C. The catalyst is C(Cl)Cl.CN(C=O)C. The product is [CH3:1][O:2][C:3]([NH:5][C@@H:6]([CH:7]([CH3:9])[CH3:8])[C:10]([N:12]1[C@@H:16]([CH3:17])[CH2:15][CH2:14][C@H:13]1[C:18]1[NH:22][C:21]2[C:23]3[C:28]([CH:29]=[CH:30][C:20]=2[N:19]=1)=[CH:27][C:26]1[C:31]2[C:36]([CH2:37][O:38][C:25]=1[CH:24]=3)=[CH:35][C:34]([C:39]1[NH:43][C:42]([C@@H:44]3[CH2:48][C@H:47]([CH2:49][O:50][CH3:51])[CH2:46][N:45]3[C:66](=[O:68])[C@@H:65]([NH:64][C:62](=[O:63])[O:61][CH3:60])[C@@H:69]([CH3:72])[CH2:70][CH3:71])=[N:41][CH:40]=1)=[CH:33][CH:32]=2)=[O:11])=[O:4]. The yield is 0.590.